Dataset: Forward reaction prediction with 1.9M reactions from USPTO patents (1976-2016). Task: Predict the product of the given reaction. (1) Given the reactants C(O[C:4]1[CH:13]=[C:12]2[C:7]([CH:8]=[CH:9][C:10]([OH:14])=[CH:11]2)=[CH:6][CH:5]=1)C, predict the reaction product. The product is: [CH:5]1[CH:6]=[C:7]2[CH:8]=[CH:9][C:10]([OH:14])=[C:11]([C:11]3[C:12]4[C:7](=[CH:6][CH:5]=[CH:4][CH:13]=4)[CH:8]=[CH:9][C:10]=3[OH:14])[C:12]2=[CH:13][CH:4]=1. (2) Given the reactants [NH:1]1[CH2:6][CH2:5][O:4][CH2:3][CH2:2]1.Cl[C:8]1[N:13]=[C:12]([NH:14][C:15]2[CH:19]=[C:18]([CH:20]3[CH2:22][CH2:21]3)[NH:17][N:16]=2)[N:11]=[C:10]([N:23]2[CH2:27][C:26]([CH3:29])([CH3:28])[CH2:25][C@@:24]2([CH3:34])[C:30]([O:32][CH3:33])=[O:31])[N:9]=1, predict the reaction product. The product is: [CH:20]1([C:18]2[NH:17][N:16]=[C:15]([NH:14][C:12]3[N:13]=[C:8]([N:1]4[CH2:6][CH2:5][O:4][CH2:3][CH2:2]4)[N:9]=[C:10]([N:23]4[CH2:27][C:26]([CH3:28])([CH3:29])[CH2:25][C@@:24]4([CH3:34])[C:30]([O:32][CH3:33])=[O:31])[N:11]=3)[CH:19]=2)[CH2:22][CH2:21]1. (3) Given the reactants [CH2:1]1[C:3]([NH2:7])([C:4]([OH:6])=[O:5])[CH2:2]1.[CH3:8][O:9][C:10]1[CH:11]=[C:12]([CH:29]=[CH:30][C:31]=1[O:32][CH3:33])[C:13]([O:15][CH2:16][CH2:17][O:18][C:19](ON1C(=O)CCC1=O)=[O:20])=[O:14], predict the reaction product. The product is: [CH3:8][O:9][C:10]1[CH:11]=[C:12]([C:13]([O:15][CH2:16][CH2:17][O:18][C:19]([NH:7][C:3]2([C:4]([OH:6])=[O:5])[CH2:2][CH2:1]2)=[O:20])=[O:14])[CH:29]=[CH:30][C:31]=1[O:32][CH3:33]. (4) Given the reactants C(OC([N:8]1[C:13]2[CH:14]=[C:15]([Cl:19])[C:16]([NH2:18])=[CH:17][C:12]=2[O:11][CH:10]([C:20]([N:22]2[CH2:27][CH2:26][C:25]([C:36]#[N:37])([CH2:28][C:29]3[CH:34]=[CH:33][C:32]([F:35])=[CH:31][CH:30]=3)[CH2:24][CH2:23]2)=[O:21])[CH2:9]1)=O)(C)(C)C.[N:38]([O-])=O.[Na+].O.O.Cl[Sn]Cl.CO[CH:49]([CH3:57])[C:50](OC)(OC)OC, predict the reaction product. The product is: [Cl:19][C:15]1[C:16]([N:18]2[CH:57]=[CH:49][CH:50]=[N:38]2)=[CH:17][C:12]2[O:11][CH:10]([C:20]([N:22]3[CH2:27][CH2:26][C:25]([CH2:28][C:29]4[CH:34]=[CH:33][C:32]([F:35])=[CH:31][CH:30]=4)([C:36]#[N:37])[CH2:24][CH2:23]3)=[O:21])[CH2:9][NH:8][C:13]=2[CH:14]=1.